Dataset: Reaction yield outcomes from USPTO patents with 853,638 reactions. Task: Predict the reaction yield, written as a fraction of the theoretical maximum amount of product (1.0 means a 100% yield; for example, 0.34 means a 34% yield). The reactants are [ClH:1].[NH2:2][C:3]1[NH:7][C:6]2[CH:8]=[C:9]([NH:12][C:13]([C:15]3C=[CH:22][CH:21]=[CH:20][C:16]=3[C:17](O)=O)=[O:14])[CH:10]=[CH:11][C:5]=2[N:4]=1.NC1C=CC2N=C(N(C(OC(C)(C)C)=O)[C:34]([O:36]C(C)(C)C)=[O:35])N(C(OC(C)(C)C)=O)C=2C=1. No catalyst specified. The product is [ClH:1].[NH2:2][C:3]1[NH:7][C:6]2[CH:8]=[C:9]([NH:12][C:13](=[O:14])[CH2:15][C:16]3([CH2:17][C:34]([OH:36])=[O:35])[CH2:20][CH2:21][CH2:22]3)[CH:10]=[CH:11][C:5]=2[N:4]=1. The yield is 0.850.